The task is: Predict the product of the given reaction.. This data is from Forward reaction prediction with 1.9M reactions from USPTO patents (1976-2016). (1) The product is: [Cl:1][C:2]1[CH:7]=[CH:6][CH:5]=[CH:4][C:3]=1[C:8]1[NH:9][CH:15]=[C:13]([CH2:12][OH:11])[N:10]=1. Given the reactants [Cl:1][C:2]1[CH:7]=[CH:6][CH:5]=[CH:4][C:3]=1[C:8](=[NH:10])[NH2:9].[OH:11][CH2:12][C:13]([CH2:15]O)=O.[Cl-].[NH4+], predict the reaction product. (2) Given the reactants [C:1]([O:5][C:6](=[O:26])[N:7]([CH2:15][C:16]1[CH:21]=[CH:20][CH:19]=[C:18]([NH:22][CH:23]2[CH2:25][CH2:24]2)[CH:17]=1)[C:8]1[CH:13]=[CH:12][C:11]([F:14])=[CH:10][CH:9]=1)([CH3:4])([CH3:3])[CH3:2].[CH:27](=O)[CH3:28].C(O)(=O)C.C(O[BH-](OC(=O)C)OC(=O)C)(=O)C.[Na+].[OH-].[Na+], predict the reaction product. The product is: [C:1]([O:5][C:6](=[O:26])[N:7]([CH2:15][C:16]1[CH:21]=[CH:20][CH:19]=[C:18]([N:22]([CH:23]2[CH2:24][CH2:25]2)[CH2:27][CH3:28])[CH:17]=1)[C:8]1[CH:9]=[CH:10][C:11]([F:14])=[CH:12][CH:13]=1)([CH3:4])([CH3:2])[CH3:3].